This data is from Full USPTO retrosynthesis dataset with 1.9M reactions from patents (1976-2016). The task is: Predict the reactants needed to synthesize the given product. Given the product [N:1]([CH2:4][C:5]([NH:7][CH:8]([CH2:13][S:14][CH2:15][C:16]1[CH:21]=[CH:20][CH:19]=[C:18]([OH:22])[CH:17]=1)[C:9]([O:11][CH3:12])=[O:10])=[O:6])=[N+:2]=[N-:3], predict the reactants needed to synthesize it. The reactants are: [N:1]([CH2:4][C:5]([NH:7][CH:8]([CH2:13][S:14][CH2:15][C:16]1[CH:21]=[CH:20][CH:19]=[C:18]([O:22]C2CCCCO2)[CH:17]=1)[C:9]([O:11][CH3:12])=[O:10])=[O:6])=[N+:2]=[N-:3].